From a dataset of Forward reaction prediction with 1.9M reactions from USPTO patents (1976-2016). Predict the product of the given reaction. (1) Given the reactants Br[C:2]1[CH:3]=[CH:4][C:5]2[C:6]3[C:7]4[CH:26]=[CH:25][CH:24]=[CH:23][C:8]=4[CH:9]=[C:10]([C:17]4[CH:22]=[CH:21][CH:20]=[CH:19][CH:18]=4)[C:11]=3[C:12]([CH3:16])([CH3:15])[C:13]=2[CH:14]=1.[CH3:27][C:28]1[CH:29]=[CH:30][C:31]([NH2:34])=[CH:32][CH:33]=1.[C:44](P([C:44]([CH3:47])([CH3:46])[CH3:45])[C:44]([CH3:47])([CH3:46])[CH3:45])([CH3:47])([CH3:46])[CH3:45].[CH3:48][C:49]([CH3:52])([O-])[CH3:50].[Na+], predict the reaction product. The product is: [CH3:47][C:44]1([CH3:45])[C:46]2[C:9]([C:8]3[CH:23]=[CH:24][CH:25]=[CH:26][CH:7]=3)=[CH:50][C:49]3[CH:52]=[CH:17][CH:10]=[CH:11][C:48]=3[C:27]=2[C:28]2[CH:33]=[CH:32][C:31]([N:34]([C:2]3[CH:3]=[CH:4][C:5]4[C:6]5[C:7]6[CH:26]=[CH:25][CH:24]=[CH:23][C:8]=6[CH:9]=[C:10]([C:17]6[CH:22]=[CH:21][CH:20]=[CH:19][CH:18]=6)[C:11]=5[C:12]([CH3:16])([CH3:15])[C:13]=4[CH:14]=3)[C:2]3[CH:3]=[CH:4][C:5]([CH3:6])=[CH:13][CH:14]=3)=[CH:30][C:29]1=2. (2) The product is: [C:2]1([C:1]([C:9]2[CH:10]=[N:11][C:12]([N:15]3[CH2:20][CH2:19][N:18]([C:21]([O:23][C:24]([CH3:27])([CH3:26])[CH3:25])=[O:22])[CH2:17][CH2:16]3)=[N:13][CH:14]=2)=[CH2:28])[CH:7]=[CH:6][CH:5]=[CH:4][CH:3]=1. Given the reactants [C:1]([C:9]1[CH:10]=[N:11][C:12]([N:15]2[CH2:20][CH2:19][N:18]([C:21]([O:23][C:24]([CH3:27])([CH3:26])[CH3:25])=[O:22])[CH2:17][CH2:16]2)=[N:13][CH:14]=1)(=O)[C:2]1[CH:7]=[CH:6][CH:5]=[CH:4][CH:3]=1.[CH2:28]1COCC1, predict the reaction product.